From a dataset of Aqueous solubility values for 9,982 compounds from the AqSolDB database. Regression/Classification. Given a drug SMILES string, predict its absorption, distribution, metabolism, or excretion properties. Task type varies by dataset: regression for continuous measurements (e.g., permeability, clearance, half-life) or binary classification for categorical outcomes (e.g., BBB penetration, CYP inhibition). For this dataset (solubility_aqsoldb), we predict Y. (1) The compound is CC(=O)Oc1ccccc1C(=O)OCC(N)=O. The Y is -1.79 log mol/L. (2) The molecule is Clc1ccc(Oc2cc(Cl)cc(Cl)c2Cl)c(Cl)c1. The Y is -7.64 log mol/L. (3) The drug is O=C(O)/C(S)=C/C1CCCCC1. The Y is -2.67 log mol/L. (4) The Y is -4.69 log mol/L. The compound is Cc1ccccc1Cc1ccccc1. (5) The molecule is CCCCCC(N)C(=O)O. The Y is -0.940 log mol/L. (6) The molecule is COc1ccc(N)cc1NS(=O)(=O)c1ccc(N)cc1. The Y is -5.08 log mol/L.